This data is from Forward reaction prediction with 1.9M reactions from USPTO patents (1976-2016). The task is: Predict the product of the given reaction. (1) The product is: [Cl:1][C:2]1[N:9]=[C:8]([C:10]2[CH:15]=[CH:14][CH:13]=[C:12]([N+:16]([O-:18])=[O:17])[CH:11]=2)[CH:7]=[CH:6][C:3]=1[C:4]([NH2:5])=[O:22]. Given the reactants [Cl:1][C:2]1[N:9]=[C:8]([C:10]2[CH:15]=[CH:14][CH:13]=[C:12]([N+:16]([O-:18])=[O:17])[CH:11]=2)[CH:7]=[CH:6][C:3]=1[C:4]#[N:5].C(=N[OH:22])C, predict the reaction product. (2) Given the reactants [CH3:1][C:2]1[S:3][C:4]2[C:10](=O)[C:9](=[CH:12]N3CCOCC3)[CH2:8][CH2:7][C:5]=2[N:6]=1.Cl.[NH2:20][C:21]([NH2:23])=[NH:22].[OH-].[Na+], predict the reaction product. The product is: [CH3:1][C:2]1[S:3][C:4]2[C:10]3[N:20]=[C:21]([NH2:23])[N:22]=[CH:12][C:9]=3[CH2:8][CH2:7][C:5]=2[N:6]=1. (3) Given the reactants C(N(CC)CC)C.[Cl:8][C:9]1[CH:10]=[C:11]2[CH:17]=[CH:16][NH:15][C:12]2=[CH:13][N:14]=1.[C:18](O[C:18]([O:20][C:21]([CH3:24])([CH3:23])[CH3:22])=[O:19])([O:20][C:21]([CH3:24])([CH3:23])[CH3:22])=[O:19], predict the reaction product. The product is: [Cl:8][C:9]1[CH:10]=[C:11]2[CH:17]=[CH:16][N:15]([C:18]([O:20][C:21]([CH3:24])([CH3:23])[CH3:22])=[O:19])[C:12]2=[CH:13][N:14]=1. (4) Given the reactants [CH2:1]([C:4]1[C:9]([O:10][CH3:11])=[CH:8][CH:7]=[C:6]([N+:12]([O-])=O)[N:5]=1)[CH:2]=[CH2:3], predict the reaction product. The product is: [CH3:11][O:10][C:9]1[CH:8]=[CH:7][C:6]([NH2:12])=[N:5][C:4]=1[CH2:1][CH2:2][CH3:3].